From a dataset of Reaction yield outcomes from USPTO patents with 853,638 reactions. Predict the reaction yield, written as a fraction of the theoretical maximum amount of product (1.0 means a 100% yield; for example, 0.34 means a 34% yield). The reactants are [C:1]12([C:11]3[CH:22]=[CH:21][C:14]([O:15][CH2:16][CH2:17][C:18](O)=[O:19])=[CH:13][CH:12]=3)[CH2:10][CH:5]3[CH2:6][CH:7]([CH2:9][CH:3]([CH2:4]3)[CH2:2]1)[CH2:8]2.[NH:23]1[CH2:28][CH2:27][O:26][CH2:25][CH2:24]1. No catalyst specified. The product is [C:1]12([C:11]3[CH:22]=[CH:21][C:14]([O:15][CH2:16][CH2:17][C:18]([N:23]4[CH2:28][CH2:27][O:26][CH2:25][CH2:24]4)=[O:19])=[CH:13][CH:12]=3)[CH2:10][CH:5]3[CH2:6][CH:7]([CH2:9][CH:3]([CH2:4]3)[CH2:2]1)[CH2:8]2. The yield is 0.934.